Dataset: Full USPTO retrosynthesis dataset with 1.9M reactions from patents (1976-2016). Task: Predict the reactants needed to synthesize the given product. (1) The reactants are: [N+:1]([C:4]1[CH:5]=[C:6]([C:12]2[O:13][C:14]3[CH:20]=[CH:19][C:18](Br)=[CH:17][C:15]=3[N:16]=2)[CH:7]=[CH:8][C:9]=1[O:10][CH3:11])([O-:3])=[O:2].[C:22]([C:24]1[CH:25]=[C:26](B(O)O)[CH:27]=[CH:28][CH:29]=1)#[N:23]. Given the product [N+:1]([C:4]1[CH:5]=[C:6]([C:12]2[O:13][C:14]3[CH:20]=[CH:19][C:18]([C:28]4[CH:27]=[CH:26][CH:25]=[C:24]([C:22]#[N:23])[CH:29]=4)=[CH:17][C:15]=3[N:16]=2)[CH:7]=[CH:8][C:9]=1[O:10][CH3:11])([O-:3])=[O:2], predict the reactants needed to synthesize it. (2) Given the product [CH2:1]([S:5]([O:11][C:10]1[CH:12]=[CH:13][C:14]([CH2:15][CH:16]=[CH2:17])=[CH:18][C:9]=1[O:19][CH3:20])(=[O:7])=[O:6])[CH2:2][CH2:3][CH3:4], predict the reactants needed to synthesize it. The reactants are: [CH2:1]([S:5](Cl)(=[O:7])=[O:6])[CH2:2][CH2:3][CH3:4].[C:9]1([O:19][CH3:20])[C:10](=[CH:12][CH:13]=[C:14]([CH:18]=1)[CH2:15][CH:16]=[CH2:17])[OH:11].C(N(CC)CC)C.O. (3) Given the product [F:1][C:2]1[CH:7]=[CH:6][CH:5]=[C:4]([F:8])[C:3]=1[N:9]1[C:14]2[N:15]=[C:16]([NH:37][C:36]3[NH:35][C:33](=[O:34])[N:32]=[CH:39][CH:38]=3)[N:17]=[C:18]([C:19]3[CH:24]=[CH:23][C:22]([F:25])=[CH:21][C:20]=3[CH3:26])[C:13]=2[CH:12]=[CH:11][C:10]1=[O:31], predict the reactants needed to synthesize it. The reactants are: [F:1][C:2]1[CH:7]=[CH:6][CH:5]=[C:4]([F:8])[C:3]=1[N:9]1[C:14]2[N:15]=[C:16](S(C)(=O)=O)[N:17]=[C:18]([C:19]3[CH:24]=[CH:23][C:22]([F:25])=[CH:21][C:20]=3[CH3:26])[C:13]=2[CH:12]=[CH:11][C:10]1=[O:31].[NH:32]1[CH:39]=[CH:38][C:36]([NH2:37])=[N:35][C:33]1=[O:34]. (4) Given the product [Cl:1][C:2]1[CH:3]=[C:4]([NH2:5])[CH:6]=[CH:7][C:8]=1[C:15]1[CH:20]=[N:19][CH:18]=[CH:17][N:16]=1, predict the reactants needed to synthesize it. The reactants are: [Cl:1][C:2]1[CH:3]=[C:4]([CH:6]=[CH:7][C:8]=1I)[NH2:5].C([Sn](CCCC)(CCCC)[C:15]1[CH:20]=[N:19][CH:18]=[CH:17][N:16]=1)CCC. (5) Given the product [CH2:1]([C:3]1[CH:4]=[C:5]([CH2:11][C@@H:12]([NH:33][C:34]([N:36]2[CH2:41][CH2:40][CH:39]([N:42]3[CH2:48][CH2:47][C:46]4[CH:49]=[CH:50][CH:51]=[CH:52][C:45]=4[NH:44][C:43]3=[O:53])[CH2:38][CH2:37]2)=[O:35])[C:13]([N:15]2[CH2:20][CH2:19][CH:18]([CH:21]3[CH2:22][CH2:23][N:24]([CH2:27][C:28]([OH:30])=[O:29])[CH2:25][CH2:26]3)[CH2:17][CH2:16]2)=[O:14])[CH:6]=[CH:7][C:8]=1[CH2:9][CH3:10])[CH3:2], predict the reactants needed to synthesize it. The reactants are: [CH2:1]([C:3]1[CH:4]=[C:5]([CH2:11][C@@H:12]([NH:33][C:34]([N:36]2[CH2:41][CH2:40][CH:39]([N:42]3[CH2:48][CH2:47][C:46]4[CH:49]=[CH:50][CH:51]=[CH:52][C:45]=4[NH:44][C:43]3=[O:53])[CH2:38][CH2:37]2)=[O:35])[C:13]([N:15]2[CH2:20][CH2:19][CH:18]([CH:21]3[CH2:26][CH2:25][N:24]([CH2:27][C:28]([O:30]CC)=[O:29])[CH2:23][CH2:22]3)[CH2:17][CH2:16]2)=[O:14])[CH:6]=[CH:7][C:8]=1[CH2:9][CH3:10])[CH3:2].[OH-].[Na+].Cl. (6) Given the product [CH3:34][CH2:33][CH2:32][C:13]1[N:12]([CH2:11][C:9]2[CH:8]=[CH:7][C:6]([C:35]3[CH:36]=[CH:37][CH:38]=[CH:39][C:40]=3[C:41]([OH:43])=[O:42])=[CH:5][CH:10]=2)[C:16]2[CH:17]=[C:18]([C:22]3[N:26]([CH3:27])[C:25]4[CH:28]=[CH:29][CH:30]=[CH:31][C:24]=4[N:23]=3)[CH:19]=[C:20]([CH3:21])[C:15]=2[N:14]=1, predict the reactants needed to synthesize it. The reactants are: COC([C:5]1[C:6]([C:35]2[CH:40]=[CH:39][CH:38]=[CH:37][CH:36]=2)=[CH:7][CH:8]=[C:9]([CH2:11][N:12]2[C:16]3[CH:17]=[C:18]([C:22]4[N:26]([CH3:27])[C:25]5[CH:28]=[CH:29][CH:30]=[CH:31][C:24]=5[N:23]=4)[CH:19]=[C:20]([CH3:21])[C:15]=3[N:14]=[C:13]2[CH2:32][CH2:33][CH3:34])[CH:10]=1)=O.[CH3:41][OH:42].[OH-:43].[Na+]. (7) Given the product [C:1]([Si:5]([CH3:18])([CH3:17])[O:6][C:7]1[CH:8]=[CH:9][C:10]([NH2:14])=[C:11]([NH2:12])[CH:13]=1)([CH3:4])([CH3:3])[CH3:2], predict the reactants needed to synthesize it. The reactants are: [C:1]([Si:5]([CH3:18])([CH3:17])[O:6][C:7]1[CH:8]=[CH:9][C:10]([N+:14]([O-])=O)=[C:11]([CH:13]=1)[NH2:12])([CH3:4])([CH3:3])[CH3:2]. (8) Given the product [C:1]([C:5]1[CH:9]=[C:8]([NH:10][C:11](=[O:36])[NH:12][C:13]2[C:22]3[C:17](=[CH:18][CH:19]=[CH:20][CH:21]=3)[C:16]([O:23][CH2:24][C:25]3[CH:30]=[CH:29][N:28]=[C:27]([NH:31][C:32](=[O:35])[CH2:33][N:53]4[CH2:58][CH2:57][O:56][CH2:55][CH2:54]4)[CH:26]=3)=[CH:15][CH:14]=2)[N:7]([C:37]2[CH:42]=[CH:41][C:40]([CH3:43])=[CH:39][CH:38]=2)[N:6]=1)([CH3:4])([CH3:3])[CH3:2], predict the reactants needed to synthesize it. The reactants are: [C:1]([C:5]1[CH:9]=[C:8]([NH:10][C:11](=[O:36])[NH:12][C:13]2[C:22]3[C:17](=[CH:18][CH:19]=[CH:20][CH:21]=3)[C:16]([O:23][CH2:24][C:25]3[CH:30]=[CH:29][N:28]=[C:27]([NH:31][C:32](=[O:35])[CH2:33]Cl)[CH:26]=3)=[CH:15][CH:14]=2)[N:7]([C:37]2[CH:42]=[CH:41][C:40]([CH3:43])=[CH:39][CH:38]=2)[N:6]=1)([CH3:4])([CH3:3])[CH3:2].CCN(C(C)C)C(C)C.[NH:53]1[CH2:58][CH2:57][O:56][CH2:55][CH2:54]1.